Dataset: Forward reaction prediction with 1.9M reactions from USPTO patents (1976-2016). Task: Predict the product of the given reaction. (1) Given the reactants [C:1]([O:4][C:5]1[CH:13]=[CH:12][CH:11]=[CH:10][C:6]=1C(O)=O)(=[O:3])[CH3:2].C(Cl)(=O)C(Cl)=O.[CH3:20][N:21]([CH:23]=[O:24])C.NC1[S:30][C:29]([NH:31][C:32]2[CH:37]=[CH:36][C:35]([O:38][CH3:39])=[CH:34][CH:33]=2)=[N:28][C:27]=1[C:40]([NH2:42])=[O:41], predict the reaction product. The product is: [C:1]([O:4][C:5]1[CH:6]=[CH:10][C:11]([C:23](=[O:24])[NH:21][C:20]2[S:30][C:29]([NH:31][C:32]3[CH:33]=[CH:34][C:35]([O:38][CH3:39])=[CH:36][CH:37]=3)=[N:28][C:27]=2[C:40](=[O:41])[NH2:42])=[CH:12][CH:13]=1)(=[O:3])[CH3:2]. (2) Given the reactants [CH3:1][O:2][C:3](=[O:33])[CH2:4][CH2:5][CH2:6][C:7]1[CH:12]=[CH:11][CH:10]=[CH:9][C:8]=1[N:13]([C:15](=[O:32])[C:16]1[CH:21]=[CH:20][C:19]([Cl:22])=[C:18](B2OC(C)(C)C(C)(C)O2)[CH:17]=1)[CH3:14].Br[C:35]1[CH:36]=[CH:37][C:38]([Cl:41])=[N:39][CH:40]=1.[C:42]([O-])([O-])=O.[K+].[K+], predict the reaction product. The product is: [CH3:1][O:2][C:3](=[O:33])[CH2:4][CH2:5][CH2:6][C:7]1[CH:12]=[CH:11][CH:10]=[CH:9][C:8]=1[N:13]([C:15](=[O:32])[C:16]1[CH:21]=[CH:20][C:19]([Cl:22])=[C:18]([C:35]2[CH:40]=[N:39][C:38]([Cl:41])=[CH:37][C:36]=2[CH3:42])[CH:17]=1)[CH3:14]. (3) Given the reactants [CH2:1]([N:3]([CH2:17][CH3:18])[C:4](=[O:16])[C:5]1[CH:10]=[CH:9][C:8]([NH:11][CH3:12])=[C:7]([N+:13]([O-])=O)[CH:6]=1)[CH3:2], predict the reaction product. The product is: [NH2:13][C:7]1[CH:6]=[C:5]([CH:10]=[CH:9][C:8]=1[NH:11][CH3:12])[C:4]([N:3]([CH2:17][CH3:18])[CH2:1][CH3:2])=[O:16]. (4) The product is: [CH2:29]([N:36]1[CH2:18][CH2:17][CH2:16][CH2:15][CH:2]1[C:3]([O:5][C@@H:6]([CH3:14])[C:7](=[O:13])[N:8]1[CH2:12][CH2:11][CH2:10][CH2:9]1)=[O:4])[C:30]1[CH:35]=[CH:34][CH:33]=[CH:32][CH:31]=1. Given the reactants Br[CH:2]([CH2:15][CH2:16][CH2:17][CH2:18]Br)[C:3]([O:5][CH:6]([CH3:14])[C:7](=[O:13])[N:8]1[CH2:12][CH2:11][CH2:10][CH2:9]1)=[O:4].[Na+].[I-].C(N(CC)CC)C.[CH2:29]([NH2:36])[C:30]1[CH:35]=[CH:34][CH:33]=[CH:32][CH:31]=1, predict the reaction product. (5) Given the reactants [CH:1]([C:5]1[CH:10]=[CH:9][CH:8]=[C:7]([CH:11]([CH2:13][CH3:14])[CH3:12])[C:6]=1[O:15][C:16](=[O:18])[NH2:17])([CH2:3][CH3:4])[CH3:2], predict the reaction product. The product is: [C@H:1]([C:5]1[CH:10]=[CH:9][CH:8]=[C:7]([C@@H:11]([CH2:13][CH3:14])[CH3:12])[C:6]=1[O:15][C:16](=[O:18])[NH:17][C@@H:1]([C:5]1[CH:10]=[CH:9][CH:8]=[CH:7][CH:6]=1)[CH3:2])([CH2:3][CH3:4])[CH3:2]. (6) Given the reactants I[C:2]1[N:9]2[C:5]([S:6][C:7]([C:10]3[CH:11]=[C:12]([CH:19]=[CH:20][CH:21]=3)[CH2:13][NH:14][S:15]([CH3:18])(=[O:17])=[O:16])=[N:8]2)=[N:4][CH:3]=1.CC1(C)C(C)(C)OB([C:30]2[CH:31]=[C:32]([C:37]([F:40])([F:39])[F:38])[C:33]([NH2:36])=[N:34][CH:35]=2)O1.C([O-])([O-])=O.[K+].[K+], predict the reaction product. The product is: [NH2:36][C:33]1[N:34]=[CH:35][C:30]([C:2]2[N:9]3[C:5]([S:6][C:7]([C:10]4[CH:11]=[C:12]([CH:19]=[CH:20][CH:21]=4)[CH2:13][NH:14][S:15]([CH3:18])(=[O:17])=[O:16])=[N:8]3)=[N:4][CH:3]=2)=[CH:31][C:32]=1[C:37]([F:40])([F:38])[F:39]. (7) Given the reactants [C:1]([O:5][C:6]([N:8]1[CH2:13][CH2:12][CH:11]([C:14]2[CH:19]=[CH:18][C:17]([NH2:20])=[C:16](Br)[CH:15]=2)[CH2:10][CH2:9]1)=[O:7])([CH3:4])([CH3:3])[CH3:2].[C:22]1(B(O)O)[CH2:27][CH2:26][CH2:25][CH2:24][CH:23]=1.C([O-])([O-])=O.[Na+].[Na+].C(O)C, predict the reaction product. The product is: [C:1]([O:5][C:6]([N:8]1[CH2:13][CH2:12][CH:11]([C:14]2[CH:19]=[CH:18][C:17]([NH2:20])=[C:16]([C:22]3[CH2:27][CH2:26][CH2:25][CH2:24][CH:23]=3)[CH:15]=2)[CH2:10][CH2:9]1)=[O:7])([CH3:4])([CH3:3])[CH3:2]. (8) Given the reactants [BH4-].[Na+].C(C(CCCC)C(O)=O)C.Cl.[CH3:14][O:15][C:16](=[O:19])[CH2:17][NH2:18].[CH3:20][N:21]1[CH:25]2[CH2:26][C:27]([CH2:29][CH:22]1[CH2:23][CH2:24]2)=O, predict the reaction product. The product is: [CH3:20][N:21]1[CH:25]2[CH2:24][CH2:23][CH:22]1[CH2:29][CH:27]([NH:18][CH2:17][C:16]([O:15][CH3:14])=[O:19])[CH2:26]2.